Task: Regression. Given two drug SMILES strings and cell line genomic features, predict the synergy score measuring deviation from expected non-interaction effect.. Dataset: NCI-60 drug combinations with 297,098 pairs across 59 cell lines Drug 1: CCCS(=O)(=O)NC1=C(C(=C(C=C1)F)C(=O)C2=CNC3=C2C=C(C=N3)C4=CC=C(C=C4)Cl)F. Drug 2: C1=NC(=NC(=O)N1C2C(C(C(O2)CO)O)O)N. Cell line: SK-MEL-5. Synergy scores: CSS=31.8, Synergy_ZIP=6.15, Synergy_Bliss=7.19, Synergy_Loewe=-1.63, Synergy_HSA=4.01.